Dataset: Forward reaction prediction with 1.9M reactions from USPTO patents (1976-2016). Task: Predict the product of the given reaction. (1) Given the reactants [Cl:1][C:2]1[C:14]([S:15]([CH2:18][C:19]2[CH:24]=[CH:23][CH:22]=[CH:21][CH:20]=2)(=[O:17])=[O:16])=[CH:13][C:5]([C:6]([N:8]([CH2:11][CH3:12])[CH2:9][CH3:10])=[O:7])=[C:4](F)[CH:3]=1.[CH2:26]([NH:28][CH2:29][CH2:30][N:31]([CH3:33])[CH3:32])[CH3:27], predict the reaction product. The product is: [Cl:1][C:2]1[C:14]([S:15]([CH2:18][C:19]2[CH:24]=[CH:23][CH:22]=[CH:21][CH:20]=2)(=[O:17])=[O:16])=[CH:13][C:5]([C:6]([N:8]([CH2:11][CH3:12])[CH2:9][CH3:10])=[O:7])=[C:4]([N:28]([CH2:29][CH2:30][N:31]([CH3:33])[CH3:32])[CH2:26][CH3:27])[CH:3]=1. (2) Given the reactants [C:1]12([C:11]3[CH:16]=[C:15](I)[CH:14]=[CH:13][C:12]=3[O:18][CH2:19][CH2:20][CH2:21][CH2:22][CH2:23][CH2:24][CH2:25][CH3:26])[CH2:10][CH:5]3[CH2:6][CH:7]([CH2:9][CH:3]([CH2:4]3)[CH2:2]1)[CH2:8]2.IC1C=C2C(C=CN2)=CC=1.[C:37]([C:39]1([NH:47][C:48](=[O:54])[O:49][C:50]([CH3:53])([CH3:52])[CH3:51])[CH2:44][O:43][C:42]([CH3:46])([CH3:45])[O:41][CH2:40]1)#[CH:38].C(C1C=CC(C2C=CC=CC=2C(F)(F)F)=CC=1)#C, predict the reaction product. The product is: [C:1]12([C:11]3[CH:16]=[C:15]([C:38]#[C:37][C:39]4([NH:47][C:48](=[O:54])[O:49][C:50]([CH3:53])([CH3:52])[CH3:51])[CH2:44][O:43][C:42]([CH3:46])([CH3:45])[O:41][CH2:40]4)[CH:14]=[CH:13][C:12]=3[O:18][CH2:19][CH2:20][CH2:21][CH2:22][CH2:23][CH2:24][CH2:25][CH3:26])[CH2:10][CH:5]3[CH2:6][CH:7]([CH2:9][CH:3]([CH2:4]3)[CH2:2]1)[CH2:8]2. (3) Given the reactants [CH2:1]([N:8]1[CH2:13][CH:12]([C:14]2[CH:19]=[CH:18][C:17](Br)=[CH:16][CH:15]=2)[O:11][CH2:10][CH2:9]1)[C:2]1[CH:7]=[CH:6][CH:5]=[CH:4][CH:3]=1.[C:21]1([S:27]([O-:29])=[O:28])[CH:26]=[CH:25][CH:24]=[CH:23][CH:22]=1.[Na+].C([O-])([O-])=O.[Cs+].[Cs+].C([O-])(O)=O.[Na+], predict the reaction product. The product is: [C:21]1([S:27]([C:17]2[CH:18]=[CH:19][C:14]([CH:12]3[O:11][CH2:10][CH2:9][N:8]([CH2:1][C:2]4[CH:7]=[CH:6][CH:5]=[CH:4][CH:3]=4)[CH2:13]3)=[CH:15][CH:16]=2)(=[O:29])=[O:28])[CH:26]=[CH:25][CH:24]=[CH:23][CH:22]=1. (4) The product is: [CH3:1][O:2][C:3]1[C:8]([CH3:9])=[CH:7][N:6]=[C:5]([CH2:10][NH:11][CH2:20][C:21]([O:23][CH2:24][CH3:25])=[O:22])[C:4]=1[CH3:12]. Given the reactants [CH3:1][O:2][C:3]1[C:8]([CH3:9])=[CH:7][N:6]=[C:5]([CH2:10][NH2:11])[C:4]=1[CH3:12].C([O-])([O-])=O.[K+].[K+].Cl[CH2:20][C:21]([O:23][CH2:24][CH3:25])=[O:22], predict the reaction product. (5) Given the reactants [NH2:1][C:2]1[N:7]=[C:6]([O:8][CH3:9])[C:5](Br)=[CH:4][N:3]=1.[B:11]1([B:11]2[O:15][C:14]([CH3:17])([CH3:16])[C:13]([CH3:19])([CH3:18])[O:12]2)[O:15][C:14]([CH3:17])([CH3:16])[C:13]([CH3:19])([CH3:18])[O:12]1.C(Cl)Cl.C([O-])(=O)C.[K+], predict the reaction product. The product is: [CH3:9][O:8][C:6]1[C:5]([B:11]2[O:15][C:14]([CH3:17])([CH3:16])[C:13]([CH3:19])([CH3:18])[O:12]2)=[CH:4][N:3]=[C:2]([NH2:1])[N:7]=1. (6) Given the reactants [N:1]1[N:5]2[C:6]3[C:11]([CH:12]=[CH:13][C:4]2=[N:3][CH:2]=1)=[CH:10][C:9]([S:14][C:15]1[CH:16]=[C:17]([C:21]2([C:27]([NH2:29])=O)[CH2:26][CH2:25][O:24][CH2:23][CH2:22]2)[CH:18]=[CH:19][CH:20]=1)=[CH:8][CH:7]=3.COC1(C2C=C(SC3C=C4C(=CC=3)N3N=CN=C3C=C4)C=CC=2)CCOCC1.N1N2C3C(C=CC2=NC=1)=CC(SC1C=C(C2(O)CCOCC2)C=CC=1)=CC=3.N1N2C3C(C=CC2=NC=1)=CC(SC1N=C(C2(C#N)CCOCC2)C=CC=1)=CC=3, predict the reaction product. The product is: [N:1]1[N:5]2[C:6]3[C:11]([CH:12]=[CH:13][C:4]2=[N:3][CH:2]=1)=[CH:10][C:9]([S:14][C:15]1[CH:16]=[C:17]([C:21]2([C:27]#[N:29])[CH2:22][CH2:23][O:24][CH2:25][CH2:26]2)[CH:18]=[CH:19][CH:20]=1)=[CH:8][CH:7]=3. (7) The product is: [C:1]([O:5][C:6]([N:8]1[CH2:11][CH:10]([O:12][C:13]2[CH:18]=[C:17]([C:25]3[CH:26]=[CH:27][CH:28]=[CH:29][C:24]=3[C:23]([F:34])([F:33])[F:22])[CH:16]=[CH:15][C:14]=2[CH:20]=[O:21])[CH2:9]1)=[O:7])([CH3:4])([CH3:3])[CH3:2]. Given the reactants [C:1]([O:5][C:6]([N:8]1[CH2:11][CH:10]([O:12][C:13]2[CH:18]=[C:17](Br)[CH:16]=[CH:15][C:14]=2[CH:20]=[O:21])[CH2:9]1)=[O:7])([CH3:4])([CH3:3])[CH3:2].[F:22][C:23]([F:34])([F:33])[C:24]1[CH:29]=[CH:28][CH:27]=[CH:26][C:25]=1B(O)O.[O-]P([O-])([O-])=O.[K+].[K+].[K+].C1(C)C=CC=CC=1, predict the reaction product. (8) Given the reactants [CH3:1][C@H:2]1[C:3](=[O:39])[NH:4][C:5]2[CH:6]=[N:7][N:8]([CH2:31][O:32][CH2:33][CH2:34][Si:35]([CH3:38])([CH3:37])[CH3:36])[C:9]=2[C:10]2[CH:11]=[CH:12][N:13]=[C:14]([CH:30]=2)[C@@H:15]([NH:19]C(=O)OCC2C=CC=CC=2)[CH2:16][CH:17]=[CH:18]1, predict the reaction product. The product is: [NH2:19][C@@H:15]1[C:14]2[CH:30]=[C:10]([CH:11]=[CH:12][N:13]=2)[C:9]2[N:8]([CH2:31][O:32][CH2:33][CH2:34][Si:35]([CH3:37])([CH3:36])[CH3:38])[N:7]=[CH:6][C:5]=2[NH:4][C:3](=[O:39])[C@H:2]([CH3:1])[CH2:18][CH2:17][CH2:16]1.